Dataset: Forward reaction prediction with 1.9M reactions from USPTO patents (1976-2016). Task: Predict the product of the given reaction. (1) Given the reactants [CH2:1]([N:8]1[CH2:13][CH2:12][C:11]([NH:25][C:26]2[CH:31]=[CH:30][CH:29]=[CH:28][CH:27]=2)([C:14]2[CH:19]=[CH:18][CH:17]=[C:16]([C:20]3[S:21][CH:22]=[CH:23][CH:24]=3)[N:15]=2)[CH2:10][CH2:9]1)[C:2]1[CH:7]=[CH:6][CH:5]=[CH:4][CH:3]=1.[C:32](OC(=O)C)(=[O:34])[CH3:33], predict the reaction product. The product is: [CH2:1]([N:8]1[CH2:13][CH2:12][C:11]([N:25]([C:26]2[CH:31]=[CH:30][CH:29]=[CH:28][CH:27]=2)[C:32](=[O:34])[CH3:33])([C:14]2[CH:19]=[CH:18][CH:17]=[C:16]([C:20]3[S:21][CH:22]=[CH:23][CH:24]=3)[N:15]=2)[CH2:10][CH2:9]1)[C:2]1[CH:3]=[CH:4][CH:5]=[CH:6][CH:7]=1. (2) Given the reactants Br[C:2]1[CH:7]=[CH:6][C:5]([S:8]([NH:11][C:12]2[CH:17]=[CH:16][C:15]([Cl:18])=[CH:14][C:13]=2[C:19]([C:21]2[CH:26]=[CH:25][N:24]=[CH:23][CH:22]=2)=[O:20])(=[O:10])=[O:9])=[CH:4][CH:3]=1.C(=O)([O-])[O-].[Na+].[Na+].[CH:33]1[C:42]2[C:37](=[CH:38][CH:39]=[CH:40][CH:41]=2)[C:36](B(O)O)=[CH:35][N:34]=1, predict the reaction product. The product is: [Cl:18][C:15]1[CH:16]=[CH:17][C:12]([NH:11][S:8]([C:5]2[CH:6]=[CH:7][C:2]([C:36]3[CH:35]=[N:34][C:33]4[C:42]([CH:37]=3)=[CH:41][CH:40]=[CH:39][CH:38]=4)=[CH:3][CH:4]=2)(=[O:10])=[O:9])=[C:13]([C:19]([C:21]2[CH:26]=[CH:25][N:24]=[CH:23][CH:22]=2)=[O:20])[CH:14]=1. (3) Given the reactants [C:1]([O:5][C:6]([NH:8][CH:9]([C:29](=[O:33])[N:30]([CH3:32])[CH3:31])[CH2:10][C:11]1[CH:28]=[CH:27][C:14]([O:15][C:16]2[CH:21]=[CH:20][C:19]([CH2:22][CH2:23][C:24](O)=[O:25])=[CH:18][CH:17]=2)=[CH:13][CH:12]=1)=[O:7])([CH3:4])([CH3:3])[CH3:2].ON1C2C=CC=CC=2N=N1.Cl.CN(C)CCCN=C=NCC.C(N(CC)CC)C.Cl.[CH2:64]([O:71][NH2:72])[C:65]1[CH:70]=[CH:69][CH:68]=[CH:67][CH:66]=1, predict the reaction product. The product is: [C:1]([O:5][C:6](=[O:7])[NH:8][CH:9]([C:29](=[O:33])[N:30]([CH3:32])[CH3:31])[CH2:10][C:11]1[CH:28]=[CH:27][C:14]([O:15][C:16]2[CH:21]=[CH:20][C:19]([CH2:22][CH2:23][C:24](=[O:25])[NH:72][O:71][CH2:64][C:65]3[CH:70]=[CH:69][CH:68]=[CH:67][CH:66]=3)=[CH:18][CH:17]=2)=[CH:13][CH:12]=1)([CH3:2])([CH3:3])[CH3:4]. (4) Given the reactants C(O)(C(F)(F)F)=O.[CH3:8][N:9]1[CH2:14][CH2:13][CH:12]([C:15]2[CH:20]=[CH:19][N:18]=[CH:17][C:16]=2[NH:21]C(=O)OC(C)(C)C)[CH2:11][C:10]1=[O:29].CO.C(Cl)Cl, predict the reaction product. The product is: [NH2:21][C:16]1[CH:17]=[N:18][CH:19]=[CH:20][C:15]=1[CH:12]1[CH2:13][CH2:14][N:9]([CH3:8])[C:10](=[O:29])[CH2:11]1. (5) Given the reactants [CH3:1][O:2][C:3](=[O:12])[C:4]1[CH:9]=[CH:8][C:7]([NH2:10])=[C:6]([NH2:11])[CH:5]=1.C([O:15][C:16](=O)[C:17](OCC)=[O:18])C, predict the reaction product. The product is: [CH3:1][O:2][C:3]([C:4]1[CH:5]=[C:6]2[C:7](=[CH:8][CH:9]=1)[NH:10][C:16](=[O:15])[C:17](=[O:18])[NH:11]2)=[O:12]. (6) Given the reactants [NH2:1][C@@H:2]1[CH2:11][C@@H:10]2[C@:5]([CH3:14])([CH2:6][CH2:7][CH2:8][C:9]2([CH3:13])[CH3:12])[C@@H:4]([C:15]([C:17]2[CH:18]=[C:19]([OH:24])[CH:20]=[C:21]([OH:23])[CH:22]=2)=[O:16])[C@@H:3]1[CH3:25].F[B-](F)(F)F.N1(OC(N(C)C)=[N+](C)C)C2C=CC=CC=2N=N1.[N:48]1[CH:53]=[CH:52][N:51]=[CH:50][C:49]=1[C:54](O)=[O:55].C(N(CC)C(C)C)(C)C, predict the reaction product. The product is: [OH:24][C:19]1[CH:18]=[C:17]([C:15]([C@@H:4]2[C@:5]3([CH3:14])[C@H:10]([C:9]([CH3:13])([CH3:12])[CH2:8][CH2:7][CH2:6]3)[CH2:11][C@@H:2]([NH:1][C:54]([C:49]3[CH:50]=[N:51][CH:52]=[CH:53][N:48]=3)=[O:55])[C@H:3]2[CH3:25])=[O:16])[CH:22]=[C:21]([OH:23])[CH:20]=1. (7) Given the reactants Cl.[C:2]([C:6]1[O:10][N:9]=[C:8]([NH:11][C:12](=[O:36])[NH:13][C:14]2[CH:19]=[CH:18][C:17]([NH:20][C:21](=[O:35])[C:22]3[CH:27]=[C:26]([O:28][CH:29]4[CH2:34][CH2:33][NH:32][CH2:31][CH2:30]4)[CH:25]=[CH:24][N:23]=3)=[CH:16][CH:15]=2)[CH:7]=1)([CH3:5])([CH3:4])[CH3:3].[CH:37](=O)[CH3:38].[BH3-]C#N.[Na+], predict the reaction product. The product is: [C:2]([C:6]1[O:10][N:9]=[C:8]([NH:11][C:12](=[O:36])[NH:13][C:14]2[CH:19]=[CH:18][C:17]([NH:20][C:21](=[O:35])[C:22]3[CH:27]=[C:26]([O:28][CH:29]4[CH2:30][CH2:31][N:32]([CH2:37][CH3:38])[CH2:33][CH2:34]4)[CH:25]=[CH:24][N:23]=3)=[CH:16][CH:15]=2)[CH:7]=1)([CH3:5])([CH3:3])[CH3:4].